This data is from Forward reaction prediction with 1.9M reactions from USPTO patents (1976-2016). The task is: Predict the product of the given reaction. Given the reactants [CH2:1]([O:4][C:5]1[CH:6]=[C:7]([CH:12]=[C:13]([O:15][C:16]2[CH:21]=[CH:20][C:19]([CH:22]=O)=[CH:18][CH:17]=2)[CH:14]=1)[C:8]([O:10][CH3:11])=[O:9])[CH:2]=[CH2:3].[CH3:24][C:25]1[C:31]([N+:32]([O-:34])=[O:33])=[CH:30][CH:29]=[CH:28][C:26]=1[NH2:27].C(O)(=O)C.C(O[BH-](OC(=O)C)OC(=O)C)(=O)C.[Na+], predict the reaction product. The product is: [CH2:1]([O:4][C:5]1[CH:6]=[C:7]([CH:12]=[C:13]([O:15][C:16]2[CH:17]=[CH:18][C:19]([CH2:22][NH:27][C:26]3[CH:28]=[CH:29][CH:30]=[C:31]([N+:32]([O-:34])=[O:33])[C:25]=3[CH3:24])=[CH:20][CH:21]=2)[CH:14]=1)[C:8]([O:10][CH3:11])=[O:9])[CH:2]=[CH2:3].